From a dataset of Full USPTO retrosynthesis dataset with 1.9M reactions from patents (1976-2016). Predict the reactants needed to synthesize the given product. (1) Given the product [F:15][C:14]([F:17])([F:16])[C:11]1[CH:12]=[CH:13][C:8]([C:6]2[N:5]=[CH:4][N:3]=[C:2]([O:18][C:19]3[CH:27]=[C:26]4[C:22]([CH:23]=[CH:24][NH:25]4)=[CH:21][CH:20]=3)[CH:7]=2)=[CH:9][CH:10]=1, predict the reactants needed to synthesize it. The reactants are: Cl[C:2]1[CH:7]=[C:6]([C:8]2[CH:13]=[CH:12][C:11]([C:14]([F:17])([F:16])[F:15])=[CH:10][CH:9]=2)[N:5]=[CH:4][N:3]=1.[OH:18][C:19]1[CH:27]=[C:26]2[C:22]([CH:23]=[CH:24][NH:25]2)=[CH:21][CH:20]=1.[OH-].[Na+]. (2) Given the product [CH2:1]([O:3][C:4]([N:6]1[CH2:7][CH:8]=[C:9]([C:12]([CH3:13])([C:14]2[CH:19]=[CH:18][C:17]([NH2:20])=[CH:16][CH:15]=2)[CH3:23])[CH2:10][CH2:11]1)=[O:5])[CH3:2], predict the reactants needed to synthesize it. The reactants are: [CH2:1]([O:3][C:4]([N:6]1[CH2:11][CH:10]=[C:9]([C:12]([CH3:23])([C:14]2[CH:19]=[CH:18][C:17]([N+:20]([O-])=O)=[CH:16][CH:15]=2)[CH3:13])[CH2:8][CH2:7]1)=[O:5])[CH3:2]. (3) Given the product [Cl:1][C:2]1[CH:7]=[C:6]2[NH:8][C:9](=[O:42])[C:10]3([CH:15]([C:16]4[CH:21]=[C:20]([Cl:22])[CH:19]=[CH:18][C:17]=4[O:23][C:24]([CH2:31][CH3:32])([C:27]([OH:29])=[O:28])[CH2:25][CH3:26])[CH2:14][C:13](=[O:33])[NH:12][CH:11]3[C:34]3[CH:39]=[C:38]([F:40])[CH:37]=[CH:36][C:35]=3[CH3:41])[C:5]2=[CH:4][CH:3]=1, predict the reactants needed to synthesize it. The reactants are: [Cl:1][C:2]1[CH:7]=[C:6]2[NH:8][C:9](=[O:42])[C:10]3([CH:15]([C:16]4[CH:21]=[C:20]([Cl:22])[CH:19]=[CH:18][C:17]=4[O:23][C:24]([CH2:31][CH3:32])([C:27]([O:29]C)=[O:28])[CH2:25][CH3:26])[CH2:14][C:13](=[O:33])[NH:12][CH:11]3[C:34]3[CH:39]=[C:38]([F:40])[CH:37]=[CH:36][C:35]=3[CH3:41])[C:5]2=[CH:4][CH:3]=1.O[Li].O.O. (4) Given the product [F:1][C:2]1[CH:7]=[C:6]([N:8]2[CH:13]=[CH:12][CH:11]=[CH:10][C:9]2=[O:14])[CH:5]=[CH:4][C:3]=1[NH:15][C:16]([C@H:18]1[C:25]2[CH:24]=[N:23][N:22]([CH3:26])[C:21]=2[CH2:20][N:19]1[C:36]([C:33]1[CH:34]=[C:35]2[C:30]([CH:29]=[CH:28][NH:27]2)=[CH:31][CH:32]=1)=[O:37])=[O:17], predict the reactants needed to synthesize it. The reactants are: [F:1][C:2]1[CH:7]=[C:6]([N:8]2[CH:13]=[CH:12][CH:11]=[CH:10][C:9]2=[O:14])[CH:5]=[CH:4][C:3]=1[NH:15][C:16]([C@H:18]1[C:25]2[CH:24]=[N:23][N:22]([CH3:26])[C:21]=2[CH2:20][NH:19]1)=[O:17].[NH:27]1[C:35]2[C:30](=[CH:31][CH:32]=[C:33]([C:36](O)=[O:37])[CH:34]=2)[CH:29]=[CH:28]1.CCN(C(C)C)C(C)C.C1N(P(Cl)(N2C(=O)OCC2)=O)C(=O)OC1.